From a dataset of Full USPTO retrosynthesis dataset with 1.9M reactions from patents (1976-2016). Predict the reactants needed to synthesize the given product. Given the product [CH3:24][N:25]1[C:33]2[C:28](=[N:29][CH:30]=[C:31]([C:2]3[CH:11]=[CH:10][C:9]4[N:8]=[CH:7][C:6]5[N:12]([CH3:23])[C:13](=[O:22])[N:14]([C:15]6[C:16]([CH3:21])=[N:17][N:18]([CH3:20])[CH:19]=6)[C:5]=5[C:4]=4[CH:3]=3)[CH:32]=2)[N:27]([CH3:43])[C:26]1=[O:44], predict the reactants needed to synthesize it. The reactants are: Br[C:2]1[CH:11]=[CH:10][C:9]2[N:8]=[CH:7][C:6]3[N:12]([CH3:23])[C:13](=[O:22])[N:14]([C:15]4[C:16]([CH3:21])=[N:17][N:18]([CH3:20])[CH:19]=4)[C:5]=3[C:4]=2[CH:3]=1.[CH3:24][N:25]1[C:33]2[C:28](=[N:29][CH:30]=[C:31](B3OC(C)(C)C(C)(C)O3)[CH:32]=2)[N:27]([CH3:43])[C:26]1=[O:44].